This data is from Peptide-MHC class I binding affinity with 185,985 pairs from IEDB/IMGT. The task is: Regression. Given a peptide amino acid sequence and an MHC pseudo amino acid sequence, predict their binding affinity value. This is MHC class I binding data. The binding affinity (normalized) is 0.0847. The MHC is HLA-A02:06 with pseudo-sequence HLA-A02:06. The peptide sequence is VSDGGPNLY.